Dataset: CYP2C9 inhibition data for predicting drug metabolism from PubChem BioAssay. Task: Regression/Classification. Given a drug SMILES string, predict its absorption, distribution, metabolism, or excretion properties. Task type varies by dataset: regression for continuous measurements (e.g., permeability, clearance, half-life) or binary classification for categorical outcomes (e.g., BBB penetration, CYP inhibition). Dataset: cyp2c9_veith. (1) The molecule is O=c1c(-c2cc(F)cc(F)c2)nc2cncnc2n1Cc1ccccc1Cl. The result is 1 (inhibitor). (2) The drug is Br.N=C(N)SCc1nc2ccccc2c(=O)n1-c1ccccc1Cl. The result is 1 (inhibitor). (3) The drug is [N-]=[N+]=NCC(=O)c1c[nH]c(=O)[nH]c1=O. The result is 0 (non-inhibitor). (4) The molecule is O=C(CSc1nnc(-c2cccnc2)o1)Oc1ccccc1. The result is 0 (non-inhibitor). (5) The compound is NS(=O)(=O)Cc1ccc([As](=O)(O)O)cc1. The result is 0 (non-inhibitor). (6) The drug is c1cc(CSSCc2ccncc2)ccn1. The result is 1 (inhibitor).